From a dataset of Peptide-MHC class II binding affinity with 134,281 pairs from IEDB. Regression. Given a peptide amino acid sequence and an MHC pseudo amino acid sequence, predict their binding affinity value. This is MHC class II binding data. (1) The peptide sequence is ADLDSGAVIAARDPH. The MHC is HLA-DQA10101-DQB10501 with pseudo-sequence HLA-DQA10101-DQB10501. The binding affinity (normalized) is 0.125. (2) The MHC is HLA-DPA10201-DPB10501 with pseudo-sequence HLA-DPA10201-DPB10501. The peptide sequence is SLKNTISKDNNML. The binding affinity (normalized) is 0.0324. (3) The peptide sequence is PQPQLPYPQPQLPY. The MHC is HLA-DQA10501-DQB10201 with pseudo-sequence HLA-DQA10501-DQB10201. The binding affinity (normalized) is 0.304. (4) The peptide sequence is FILATDIAEMGANLC. The MHC is DRB1_0801 with pseudo-sequence DRB1_0801. The binding affinity (normalized) is 0.526. (5) The peptide sequence is GELQIVDKIDAAFKI. The MHC is DRB3_0202 with pseudo-sequence DRB3_0202. The binding affinity (normalized) is 0.282.